This data is from Catalyst prediction with 721,799 reactions and 888 catalyst types from USPTO. The task is: Predict which catalyst facilitates the given reaction. (1) Product: [CH3:3][O:4][C:5]1[CH:10]=[C:9]([CH2:11][O:12][CH3:13])[CH:8]=[C:7]([O:14][CH3:15])[C:6]=1[C:16]1[N:17]2[N:23]=[C:22]([O:24][CH3:25])[C:21]([C:26]([OH:28])=[O:27])=[C:18]2[S:19][CH:20]=1. The catalyst class is: 8. Reactant: [OH-].[Na+].[CH3:3][O:4][C:5]1[CH:10]=[C:9]([CH2:11][O:12][CH3:13])[CH:8]=[C:7]([O:14][CH3:15])[C:6]=1[C:16]1[N:17]2[N:23]=[C:22]([O:24][CH3:25])[C:21]([C:26]([O:28]CC)=[O:27])=[C:18]2[S:19][CH:20]=1.Cl. (2) Reactant: C[O:2][C:3](=[O:39])[C:4]1[CH:9]=[CH:8][CH:7]=[C:6]([CH3:10])[C:5]=1[NH:11][C:12]([N:14]1[CH2:19][CH2:18][N:17]([C:20]2[CH:25]=[CH:24][C:23]([NH:26][C:27]([NH:29][C:30]3[CH:35]=[C:34]([CH3:36])[CH:33]=[CH:32][C:31]=3[O:37][CH3:38])=[O:28])=[CH:22][CH:21]=2)[CH2:16][CH2:15]1)=[O:13].O1CCCC1.CO.Cl. Product: [CH3:38][O:37][C:31]1[CH:32]=[CH:33][C:34]([CH3:36])=[CH:35][C:30]=1[NH:29][C:27](=[O:28])[NH:26][C:23]1[CH:22]=[CH:21][C:20]([N:17]2[CH2:18][CH2:19][N:14]([C:12]([NH:11][C:5]3[C:6]([CH3:10])=[CH:7][CH:8]=[CH:9][C:4]=3[C:3]([OH:39])=[O:2])=[O:13])[CH2:15][CH2:16]2)=[CH:25][CH:24]=1. The catalyst class is: 611. (3) Reactant: [Br:1][C:2]1[CH:21]=[CH:20][CH:19]=[CH:18][C:3]=1[C:4]([NH:6][C:7]1[CH:8]=[C:9]2[CH:15]=[C:14]([CH2:16]O)[NH:13][C:10]2=[N:11][CH:12]=1)=[O:5].P(Br)(Br)[Br:23]. Product: [Br:1][C:2]1[CH:21]=[CH:20][CH:19]=[CH:18][C:3]=1[C:4]([NH:6][C:7]1[CH:8]=[C:9]2[CH:15]=[C:14]([CH2:16][Br:23])[NH:13][C:10]2=[N:11][CH:12]=1)=[O:5]. The catalyst class is: 7. (4) Reactant: C([O:3][C:4](=[O:16])[C:5]1[CH:10]=[CH:9][CH:8]=[C:7]([N:11]([CH2:13][CH:14]=[CH2:15])[CH3:12])[CH:6]=1)C.[OH-].[Li+].Cl. Product: [CH2:13]([N:11]([CH3:12])[C:7]1[CH:6]=[C:5]([CH:10]=[CH:9][CH:8]=1)[C:4]([OH:16])=[O:3])[CH:14]=[CH2:15]. The catalyst class is: 31. (5) Reactant: [Cl:1][C:2]1[N:7]=[C:6]([C:8]2[S:12][C:11]([CH2:13][N:14](CC3C=CC(OC)=CC=3)[C:15](=[O:22])[C:16]3[CH:21]=[CH:20][CH:19]=[CH:18][CH:17]=3)=[CH:10][CH:9]=2)[CH:5]=[CH:4][N:3]=1.FC(F)(F)C(O)=O.C1(S)C=CC=CC=1. Product: [Cl:1][C:2]1[N:7]=[C:6]([C:8]2[S:12][C:11]([CH2:13][NH:14][C:15](=[O:22])[C:16]3[CH:17]=[CH:18][CH:19]=[CH:20][CH:21]=3)=[CH:10][CH:9]=2)[CH:5]=[CH:4][N:3]=1. The catalyst class is: 2. (6) Reactant: P12(SP3(SP(SP(S3)(S1)=S)(=S)S2)=S)=[S:2].[C:15]([O:19][C:20]([N:22]1[CH2:26][CH2:25][CH:24]([C:27](=O)[NH2:28])[CH:23]1[C:30]1[CH:35]=[C:34]([CH3:36])[N:33]=[C:32]([N:37]2[CH:41]=[CH:40][N:39]=[CH:38]2)[N:31]=1)=[O:21])([CH3:18])([CH3:17])[CH3:16].O. Product: [C:15]([O:19][C:20]([N:22]1[CH2:26][CH2:25][CH:24]([C:27](=[S:2])[NH2:28])[CH:23]1[C:30]1[CH:35]=[C:34]([CH3:36])[N:33]=[C:32]([N:37]2[CH:41]=[CH:40][N:39]=[CH:38]2)[N:31]=1)=[O:21])([CH3:18])([CH3:17])[CH3:16]. The catalyst class is: 216.